Dataset: Catalyst prediction with 721,799 reactions and 888 catalyst types from USPTO. Task: Predict which catalyst facilitates the given reaction. Reactant: [CH2:1]([N:4]1C=CC=N1)[C:2]#C.C(NC(C)C)(C)C.[C:16]([C:20]1[CH:25]=[CH:24][C:23](/[C:26](/[C:42]2[CH:47]=[CH:46][C:45]([C:48]#[C:49][CH2:50][N:51]3[CH2:56]COCC3)=[CH:44][CH:43]=2)=[CH:27]/[CH2:28][O:29][C:30]2[CH:40]=[CH:39][C:33]([O:34][CH2:35][C:36]([OH:38])=O)=[C:32]([CH3:41])[CH:31]=2)=[CH:22][CH:21]=1)([CH3:19])([CH3:18])[CH3:17].[O:57]1CCC[CH2:58]1. Product: [C:16]([C:20]1[CH:21]=[CH:22][C:23](/[C:26](/[C:42]2[CH:47]=[CH:46][C:45]([C:48]#[C:49][CH2:50][N:51]3[CH:56]=[CH:2][CH:1]=[N:4]3)=[CH:44][CH:43]=2)=[CH:27]/[CH2:28][O:29][C:30]2[CH:40]=[CH:39][C:33]([O:34][CH2:35][C:36]([O:57][CH3:58])=[O:38])=[C:32]([CH3:41])[CH:31]=2)=[CH:24][CH:25]=1)([CH3:19])([CH3:18])[CH3:17]. The catalyst class is: 205.